This data is from Reaction yield outcomes from USPTO patents with 853,638 reactions. The task is: Predict the reaction yield, written as a fraction of the theoretical maximum amount of product (1.0 means a 100% yield; for example, 0.34 means a 34% yield). (1) The reactants are [CH3:1][N:2]([CH3:18])[C:3]1[N:8]=[C:7]([NH:9][C@@H:10]2[CH2:15][CH2:14][C@H:13]([NH2:16])[CH2:12][CH2:11]2)[CH:6]=[C:5]([CH3:17])[N:4]=1.N1C=CC=CC=1.[Cl:25][C:26]1[CH:27]=[C:28]([CH:32]=[CH:33][C:34]=1[Cl:35])[C:29](Cl)=[O:30].[C:36]([OH:42])([C:38]([F:41])([F:40])[F:39])=[O:37]. The catalyst is CN(C=O)C.CS(C)=O. The product is [F:39][C:38]([F:41])([F:40])[C:36]([OH:42])=[O:37].[Cl:25][C:26]1[CH:27]=[C:28]([CH:32]=[CH:33][C:34]=1[Cl:35])[C:29]([NH:16][C@H:13]1[CH2:14][CH2:15][C@@H:10]([NH:9][C:7]2[CH:6]=[C:5]([CH3:17])[N:4]=[C:3]([N:2]([CH3:18])[CH3:1])[N:8]=2)[CH2:11][CH2:12]1)=[O:30]. The yield is 0.240. (2) The reactants are Cl.[OH:2][CH:3]([CH3:8])[CH2:4][C:5]([OH:7])=O.[CH2:9]([C@H:16]1[CH2:20][NH:19][C@H:18]([C:21]([NH:23][C:24]2[CH:29]=[CH:28][C:27]([O:30][C:31]3[CH:36]=[CH:35][C:34]([F:37])=[CH:33][CH:32]=3)=[CH:26][CH:25]=2)=[O:22])[CH2:17]1)[C:10]1[CH:15]=[CH:14][CH:13]=[CH:12][CH:11]=1. No catalyst specified. The product is [CH2:9]([C@H:16]1[CH2:20][N:19]([C:5](=[O:7])[CH2:4][CH:3]([OH:2])[CH3:8])[C@H:18]([C:21]([NH:23][C:24]2[CH:29]=[CH:28][C:27]([O:30][C:31]3[CH:32]=[CH:33][C:34]([F:37])=[CH:35][CH:36]=3)=[CH:26][CH:25]=2)=[O:22])[CH2:17]1)[C:10]1[CH:11]=[CH:12][CH:13]=[CH:14][CH:15]=1. The yield is 0.297. (3) The reactants are C(O)(C(F)(F)F)=O.[CH3:8][O:9][C:10]([CH2:12][NH:13][C:14]1[N:19]=[CH:18][C:17](/[CH:20]=[CH:21]/[C:22]([O:24]C(C)(C)C)=[O:23])=[CH:16][CH:15]=1)=[O:11].C(Cl)[Cl:30]. No catalyst specified. The product is [ClH:30].[CH3:8][O:9][C:10]([CH2:12][NH:13][C:14]1[N:19]=[CH:18][C:17](/[CH:20]=[CH:21]/[C:22]([OH:24])=[O:23])=[CH:16][CH:15]=1)=[O:11]. The yield is 1.00. (4) The catalyst is CO.C(Cl)Cl. The yield is 0.430. The product is [CH3:1][C:2]1([CH3:43])[CH2:7][CH2:6][C:5]([C:8]2[CH:13]=[C:12]([C:14]3([C:20]4[N:24]=[N:23][NH:22][N:21]=4)[CH2:15][CH2:16][O:17][CH2:18][CH2:19]3)[CH:11]=[CH:10][C:9]=2[NH:25][C:26]([C:28]2[NH:29][CH:30]=[C:31]([C:33]#[N:34])[N:32]=2)=[O:27])=[CH:4][CH2:3]1. The reactants are [CH3:1][C:2]1([CH3:43])[CH2:7][CH2:6][C:5]([C:8]2[CH:13]=[C:12]([C:14]3([C:20]4[N:21]=[N:22][NH:23][N:24]=4)[CH2:19][CH2:18][O:17][CH2:16][CH2:15]3)[CH:11]=[CH:10][C:9]=2[NH:25][C:26]([C:28]2[N:29](COCC[Si](C)(C)C)[CH:30]=[C:31]([C:33]#[N:34])[N:32]=2)=[O:27])=[CH:4][CH2:3]1. (5) The reactants are [NH2:1][C:2]1[C:7](Br)=[N:6][C:5]([Br:9])=[CH:4][N:3]=1.[NH:10]([CH2:14][CH2:15][OH:16])[CH2:11][CH2:12][OH:13]. No catalyst specified. The product is [NH2:1][C:2]1[C:7]([N:10]([CH2:14][CH2:15][OH:16])[CH2:11][CH2:12][OH:13])=[N:6][C:5]([Br:9])=[CH:4][N:3]=1. The yield is 0.550.